From a dataset of Full USPTO retrosynthesis dataset with 1.9M reactions from patents (1976-2016). Predict the reactants needed to synthesize the given product. (1) Given the product [CH2:31]([O:30][C:28](=[O:29])[N:21]([S:22]([CH3:25])(=[O:23])=[O:24])[N:10]1[C:9](=[O:26])[C:8]2[C:13](=[CH:14][C:15]([C:16]([F:18])([F:17])[F:19])=[C:6]([CH:3]([O:2][CH3:1])[CH2:4][CH3:5])[CH:7]=2)[NH:12][C:11]1=[O:20])[CH2:32][CH3:33], predict the reactants needed to synthesize it. The reactants are: [CH3:1][O:2][CH:3]([C:6]1[CH:7]=[C:8]2[C:13](=[CH:14][C:15]=1[C:16]([F:19])([F:18])[F:17])[NH:12][C:11](=[O:20])[N:10]([NH:21][S:22]([CH3:25])(=[O:24])=[O:23])[C:9]2=[O:26])[CH2:4][CH3:5].Cl[C:28]([O:30][CH2:31][CH2:32][CH3:33])=[O:29]. (2) Given the product [N:7]1([S:30]([C:33]2[C:41]3[C:36](=[CH:37][CH:38]=[C:39]([O:42][CH3:43])[CH:40]=3)[NH:35][C:34]=2[C:53]([NH2:58])=[O:55])(=[O:31])=[O:32])[CH2:8][CH2:9][CH2:10]1, predict the reactants needed to synthesize it. The reactants are: ClC1C=C2[C:8](=[CH:9][CH:10]=1)[N:7](S(C1C=CC=CC=1)(=O)=O)C(C(OCC)=O)=C2S(Cl)(=O)=O.Cl[S:30]([C:33]1[C:41]2[C:36](=[CH:37][CH:38]=[C:39]([O:42][CH3:43])[CH:40]=2)[N:35](S(C2C=CC=CC=2)(=O)=O)[C:34]=1[C:53]([O:55]CC)=O)(=[O:32])=[O:31].[NH:58]1CCOCC1.N1CCC1.